Predict which catalyst facilitates the given reaction. From a dataset of Catalyst prediction with 721,799 reactions and 888 catalyst types from USPTO. Reactant: CO[C:3]([C:5]1[CH2:6][CH2:7][N:8]([C:11]2[N:16]=[CH:15][CH:14]=[CH:13][N:12]=2)[CH2:9][CH:10]=1)=[O:4].Cl.[CH3:18][NH:19][O:20][CH3:21].C([Mg]Cl)(C)C. Product: [CH3:21][O:20][N:19]([CH3:18])[C:3]([C:5]1[CH2:6][CH2:7][N:8]([C:11]2[N:12]=[CH:13][CH:14]=[CH:15][N:16]=2)[CH2:9][CH:10]=1)=[O:4]. The catalyst class is: 1.